From a dataset of Peptide-MHC class I binding affinity with 185,985 pairs from IEDB/IMGT. Regression. Given a peptide amino acid sequence and an MHC pseudo amino acid sequence, predict their binding affinity value. This is MHC class I binding data. (1) The peptide sequence is TMKCRRPGNKT. The MHC is Mamu-A11 with pseudo-sequence YHTKYREISANTYENTAYFTYDYYTWAVHTYEWY. The binding affinity (normalized) is 0.266. (2) The peptide sequence is ITFLRPVLKA. The MHC is HLA-A68:02 with pseudo-sequence HLA-A68:02. The binding affinity (normalized) is 0.0784. (3) The peptide sequence is LLLIVQALR. The binding affinity (normalized) is 0.257. The MHC is HLA-A02:01 with pseudo-sequence HLA-A02:01. (4) The peptide sequence is MLREGNQAF. The MHC is HLA-B35:01 with pseudo-sequence HLA-B35:01. The binding affinity (normalized) is 0.787. (5) The peptide sequence is NELGYSGYF. The MHC is HLA-B18:01 with pseudo-sequence HLA-B18:01. The binding affinity (normalized) is 1.00. (6) The peptide sequence is ARIKMLRGV. The MHC is Mamu-B08 with pseudo-sequence Mamu-B08. The binding affinity (normalized) is 0.796. (7) The peptide sequence is PMLYQLLEAV. The MHC is HLA-A02:01 with pseudo-sequence HLA-A02:01. The binding affinity (normalized) is 0.353.